This data is from Forward reaction prediction with 1.9M reactions from USPTO patents (1976-2016). The task is: Predict the product of the given reaction. Given the reactants I[C:2]1[N:3]([CH3:13])[CH:4]=[C:5]([C:7]2[S:8][C:9]([CH3:12])=[CH:10][CH:11]=2)[N:6]=1.[CH3:14][C:15]1([CH3:31])[C:27]2[CH:26]=[C:25](B(O)O)[CH:24]=[CH:23][C:22]=2[C:21]2[C:16]1=[CH:17][CH:18]=[CH:19][CH:20]=2.C([O-])([O-])=O.[Na+].[Na+], predict the reaction product. The product is: [CH3:14][C:15]1([CH3:31])[C:16]2[CH:17]=[C:18]([C:2]3[N:3]([CH3:13])[CH:4]=[C:5]([C:7]4[S:8][C:9]([CH3:12])=[CH:10][CH:11]=4)[N:6]=3)[CH:19]=[CH:20][C:21]=2[C:22]2[C:27]1=[CH:26][CH:25]=[CH:24][CH:23]=2.